Predict the reactants needed to synthesize the given product. From a dataset of Full USPTO retrosynthesis dataset with 1.9M reactions from patents (1976-2016). (1) Given the product [F:10][C:9]([F:12])([F:11])[C:7]1[CH:6]=[C:5]([C@H:13]2[O:17][C:16](=[O:18])[N:15]([CH2:19][C:20]3[C:25]([C:26]4[CH:27]=[C:28]([C:34]5[C:43]([CH3:44])=[CH:42][C:37]([C:38]6[O:39][C:59](=[O:60])[NH:41][N:40]=6)=[CH:36][C:35]=5[CH3:45])[CH:29]=[N:30][C:31]=4[O:32][CH3:33])=[CH:24][N:23]=[C:22]([N:46]4[CH2:49][CH:48]([F:50])[CH2:47]4)[N:21]=3)[C@H:14]2[CH3:51])[CH:4]=[C:3]([C:2]([F:1])([F:52])[F:53])[CH:8]=1, predict the reactants needed to synthesize it. The reactants are: [F:1][C:2]([F:53])([F:52])[C:3]1[CH:4]=[C:5]([C@H:13]2[O:17][C:16](=[O:18])[N:15]([CH2:19][C:20]3[C:25]([C:26]4[CH:27]=[C:28]([C:34]5[C:43]([CH3:44])=[CH:42][C:37]([C:38]([NH:40][NH2:41])=[O:39])=[CH:36][C:35]=5[CH3:45])[CH:29]=[N:30][C:31]=4[O:32][CH3:33])=[CH:24][N:23]=[C:22]([N:46]4[CH2:49][CH:48]([F:50])[CH2:47]4)[N:21]=3)[C@H:14]2[CH3:51])[CH:6]=[C:7]([C:9]([F:12])([F:11])[F:10])[CH:8]=1.C1N=CN([C:59](N2C=NC=C2)=[O:60])C=1. (2) Given the product [CH2:9]([N:16]([CH2:17][CH2:18][N:19]([CH3:21])[CH3:20])[C:2]1[N:7]=[C:6]([N:16]([CH2:9][C:10]2[CH:15]=[CH:14][CH:13]=[CH:12][CH:11]=2)[CH2:17][CH2:18][N:19]([CH3:21])[CH3:20])[CH:5]=[CH:4][N:3]=1)[C:10]1[CH:15]=[CH:14][CH:13]=[CH:12][CH:11]=1, predict the reactants needed to synthesize it. The reactants are: Cl[C:2]1[N:7]=[C:6](Cl)[CH:5]=[CH:4][N:3]=1.[CH2:9]([NH:16][CH2:17][CH2:18][N:19]([CH3:21])[CH3:20])[C:10]1[CH:15]=[CH:14][CH:13]=[CH:12][CH:11]=1. (3) Given the product [CH3:1][O:2][CH2:3][CH2:4][N:5]1[C:6]([C:8]2[S:9][CH:10]=[CH:11][CH:12]=2)=[CH:18][C:19]2[C:20](=[CH:24][CH:25]=[CH:26][CH:27]=2)[C:21]1=[O:22], predict the reactants needed to synthesize it. The reactants are: [CH3:1][O:2][CH2:3][CH2:4][NH:5][C:6]([C:8]1[S:9][CH:10]=[CH:11][CH:12]=1)=O.S(Cl)(Cl)=O.C1(=O)O[C:21](=[O:22])[C:20]2=[CH:24][CH:25]=[CH:26][CH:27]=[C:19]2[CH2:18]1. (4) Given the product [Cl:14][C:15]1[CH:20]=[CH:19][C:18]([C@:21]2([O:30][C@H:29]([CH2:31][OH:32])[C@@H:27]([OH:28])[C@H:25]([OH:26])[C@H:23]2[OH:24])[OH:22])=[CH:17][C:16]=1[CH2:33][C:34]1[CH:35]=[CH:36][C:37]([C:6]#[CH:7])=[CH:38][CH:39]=1, predict the reactants needed to synthesize it. The reactants are: C(N([CH2:6][CH3:7])CC)C.C[Si](C#C)(C)C.[Cl:14][C:15]1[CH:20]=[CH:19][C:18]([C@:21]2([O:30][C@H:29]([CH2:31][OH:32])[C@@H:27]([OH:28])[C@H:25]([OH:26])[C@H:23]2[OH:24])[OH:22])=[CH:17][C:16]=1[CH2:33][C:34]1[CH:39]=[CH:38][C:37](OS(S(C(F)(F)F)(=O)=O)(=O)=O)=[CH:36][CH:35]=1.C(=O)([O-])O.[Na+]. (5) Given the product [Cl:37][C:31]1[C:32]([CH2:35][CH3:36])=[N:33][S:34][C:30]=1[NH:29][C:25](=[O:26])[CH:24]([C:21]1[CH:22]=[CH:23][C:17]2[O:16][C:15]([C:9]3[C:10]([F:14])=[CH:11][CH:12]=[CH:13][C:8]=3[Cl:7])=[N:19][C:18]=2[CH:20]=1)[CH3:28], predict the reactants needed to synthesize it. The reactants are: C(Cl)(=O)C(Cl)=O.[Cl:7][C:8]1[CH:13]=[CH:12][CH:11]=[C:10]([F:14])[C:9]=1[C:15]1[O:16][C:17]2[CH:23]=[CH:22][C:21]([CH:24]([CH3:28])[C:25](O)=[O:26])=[CH:20][C:18]=2[N:19]=1.[NH2:29][C:30]1[S:34][N:33]=[C:32]([CH2:35][CH3:36])[C:31]=1[Cl:37]. (6) Given the product [F:13][C:14]1[C:19]([CH:20]=[C:9]2[C:10](=[O:11])[O:12][C:6]([C:2]3[S:1][CH:5]=[CH:4][CH:3]=3)=[N:8]2)=[CH:18][CH:17]=[CH:16][N:15]=1, predict the reactants needed to synthesize it. The reactants are: [S:1]1[CH:5]=[CH:4][CH:3]=[C:2]1[C:6]([NH:8][CH2:9][C:10]([OH:12])=[O:11])=O.[F:13][C:14]1[C:19]([CH:20]=O)=[CH:18][CH:17]=[CH:16][N:15]=1.C([O-])(=O)C.[Na+].C(OC(=O)C)(=O)C. (7) Given the product [OH:1][CH:3]([CH:8]1[CH2:12][CH2:11][CH2:10][C:9]1=[O:13])[CH2:4][CH2:5][CH2:6][CH3:7], predict the reactants needed to synthesize it. The reactants are: [OH-:1].[Na+].[CH:3](=[C:8]1[CH2:12][CH2:11][CH2:10][C:9]1=[O:13])[CH2:4][CH2:5][CH2:6][CH3:7]. (8) Given the product [Cl:14][C:15]1[C:33]([C:34]([F:35])([F:36])[F:37])=[CH:32][CH:31]=[CH:30][C:16]=1[CH2:17][NH:9][CH2:8][CH:7]([C:1]1[CH:6]=[CH:5][CH:4]=[CH:3][CH:2]=1)[CH2:10][CH:11]([CH3:13])[CH3:12], predict the reactants needed to synthesize it. The reactants are: [C:1]1([CH:7]([CH2:10][CH:11]([CH3:13])[CH3:12])[CH2:8][NH2:9])[CH:6]=[CH:5][CH:4]=[CH:3][CH:2]=1.[Cl:14][C:15]1[C:33]([C:34]([F:37])([F:36])[F:35])=[CH:32][CH:31]=[CH:30][C:16]=1[CH2:17]NCC(C1C=CC(OC)=CC=1)C. (9) Given the product [F:1][C:2]1[CH:3]=[CH:4][C:5]2[N:9]=[C:8]([CH3:10])[N:7]([C:11]3[C:12]([CH3:32])=[C:13]([CH:29]=[CH:30][CH:31]=3)[CH2:14][NH:15][C:16]3[CH:28]=[CH:27][C:19]4[C@H:20]([CH2:23][C:24]([O-:26])=[O:25])[CH2:21][O:22][C:18]=4[CH:17]=3)[C:6]=2[CH:33]=1.[Na+:35], predict the reactants needed to synthesize it. The reactants are: [F:1][C:2]1[CH:3]=[CH:4][C:5]2[N:9]=[C:8]([CH3:10])[N:7]([C:11]3[C:12]([CH3:32])=[C:13]([CH:29]=[CH:30][CH:31]=3)[CH2:14][NH:15][C:16]3[CH:28]=[CH:27][C:19]4[C@H:20]([CH2:23][C:24]([OH:26])=[O:25])[CH2:21][O:22][C:18]=4[CH:17]=3)[C:6]=2[CH:33]=1.[OH-].[Na+:35].C(#N)C.